From a dataset of Reaction yield outcomes from USPTO patents with 853,638 reactions. Predict the reaction yield, written as a fraction of the theoretical maximum amount of product (1.0 means a 100% yield; for example, 0.34 means a 34% yield). (1) The reactants are [F:1][C:2]1[CH:7]=[CH:6][C:5]([CH:8]2[N:12]([S:13]([C:16]3[CH:21]=[CH:20][C:19]([CH3:22])=[CH:18][CH:17]=3)(=[O:15])=[O:14])[CH:11]([C:23]([NH2:25])=O)[CH2:10][CH2:9]2)=[CH:4][CH:3]=1.[Cl-].[P+]=O. No catalyst specified. The product is [F:1][C:2]1[CH:3]=[CH:4][C:5]([CH:8]2[N:12]([S:13]([C:16]3[CH:17]=[CH:18][C:19]([CH3:22])=[CH:20][CH:21]=3)(=[O:15])=[O:14])[CH:11]([C:23]#[N:25])[CH2:10][CH2:9]2)=[CH:6][CH:7]=1. The yield is 0.820. (2) The reactants are Cl[C:2]1[CH:3]=[CH:4][C:5]2[N:6]([C:8]([CH:11]([C:13]3[CH:14]=[C:15]4[C:19](=[CH:20][C:21]=3[F:22])[N:18]([CH3:23])[N:17]=[CH:16]4)[CH3:12])=[CH:9][N:10]=2)[N:7]=1.C([Sn](CCCC)(CCCC)[C:29]([O:31][CH2:32][CH3:33])=[CH2:30])CCC. The catalyst is CN(C=O)C.C1C=CC([P]([Pd]([P](C2C=CC=CC=2)(C2C=CC=CC=2)C2C=CC=CC=2)([P](C2C=CC=CC=2)(C2C=CC=CC=2)C2C=CC=CC=2)[P](C2C=CC=CC=2)(C2C=CC=CC=2)C2C=CC=CC=2)(C2C=CC=CC=2)C2C=CC=CC=2)=CC=1. The product is [CH2:32]([O:31][C:29]([C:2]1[CH:3]=[CH:4][C:5]2[N:6]([C:8]([CH:11]([C:13]3[CH:14]=[C:15]4[C:19](=[CH:20][C:21]=3[F:22])[N:18]([CH3:23])[N:17]=[CH:16]4)[CH3:12])=[CH:9][N:10]=2)[N:7]=1)=[CH2:30])[CH3:33]. The yield is 0.520. (3) The catalyst is CN(C=O)C.CCOC(C)=O. The yield is 0.170. The reactants are [Cl:1][C:2]1[N:6]2[CH:7]=[C:8]([C:15]3[NH:16][CH:17]=[CH:18][N:19]=3)[CH:9]=[C:10]([C:11]([F:14])([F:13])[F:12])[C:5]2=[N:4][C:3]=1[C:20](O)=[O:21].Cl.[NH:24]1[CH2:29][CH2:28][CH:27]([N:30]2[CH2:34][CH2:33][O:32][C:31]2=[O:35])[CH2:26][CH2:25]1.CCN(C(C)C)C(C)C.CN(C(ON1N=NC2C=CC=NC1=2)=[N+](C)C)C.F[P-](F)(F)(F)(F)F. The product is [Cl:1][C:2]1[N:6]2[CH:7]=[C:8]([C:15]3[NH:16][CH:17]=[CH:18][N:19]=3)[CH:9]=[C:10]([C:11]([F:12])([F:13])[F:14])[C:5]2=[N:4][C:3]=1[C:20]([N:24]1[CH2:25][CH2:26][CH:27]([N:30]2[CH2:34][CH2:33][O:32][C:31]2=[O:35])[CH2:28][CH2:29]1)=[O:21]. (4) The reactants are Br[C:2]1[CH:7]=[CH:6][C:5]([CH3:8])=[C:4]([F:9])[CH:3]=1.CC([O-])=O.[K+].[CH3:15][NH2:16]. The catalyst is CN(C=O)C.[Cu]I. The product is [F:9][C:4]1[CH:3]=[C:2]([CH:7]=[CH:6][C:5]=1[CH3:8])[NH:16][CH3:15]. The yield is 0.420. (5) The reactants are CC(C)([O-])C.[K+].[CH3:7][N+:8]([O-:10])=[O:9].C1([O:17][C:18](=O)[C:19]2[CH:24]=[CH:23][C:22]([S:25]([CH3:28])(=[O:27])=[O:26])=[CH:21][CH:20]=2)C=CC=CC=1.NC(N)=O.Cl. The catalyst is CS(C)=O.O. The product is [CH3:28][S:25]([C:22]1[CH:23]=[CH:24][C:19]([C:18](=[O:17])[CH2:7][N+:8]([O-:10])=[O:9])=[CH:20][CH:21]=1)(=[O:26])=[O:27]. The yield is 0.752. (6) The reactants are [NH2:1][C:2]1[C:10]([CH3:11])=[CH:9][C:8]([C:12]2[CH:13]=[C:14]3[C:20]([C:21]4[CH:26]=[CH:25][CH:24]=[CH:23][C:22]=4[O:27][CH3:28])=[N:19][N:18](COCC[Si](C)(C)C)[C:15]3=[N:16][CH:17]=2)=[CH:7][C:3]=1[C:4]([OH:6])=[O:5].Cl(O)(=O)(=O)=O. The catalyst is C(O)(=O)C.O. The product is [NH2:1][C:2]1[C:10]([CH3:11])=[CH:9][C:8]([C:12]2[CH:13]=[C:14]3[C:20]([C:21]4[CH:26]=[CH:25][CH:24]=[CH:23][C:22]=4[O:27][CH3:28])=[N:19][NH:18][C:15]3=[N:16][CH:17]=2)=[CH:7][C:3]=1[C:4]([OH:6])=[O:5]. The yield is 0.570. (7) The reactants are [C:1]1(B(O)O)[CH:6]=[CH:5][CH:4]=[CH:3][CH:2]=1.Br[C:11]1[CH:12]=[CH:13][C:14]([F:20])=[C:15]([N+:17]([O-:19])=[O:18])[CH:16]=1.C(=O)([O-])[O-].[Na+].[Na+]. The catalyst is C1(C)C=CC=CC=1.C(O)C.C1C=CC([P]([Pd]([P](C2C=CC=CC=2)(C2C=CC=CC=2)C2C=CC=CC=2)([P](C2C=CC=CC=2)(C2C=CC=CC=2)C2C=CC=CC=2)[P](C2C=CC=CC=2)(C2C=CC=CC=2)C2C=CC=CC=2)(C2C=CC=CC=2)C2C=CC=CC=2)=CC=1. The product is [F:20][C:14]1[CH:13]=[CH:12][C:11]([C:1]2[CH:6]=[CH:5][CH:4]=[CH:3][CH:2]=2)=[CH:16][C:15]=1[N+:17]([O-:19])=[O:18]. The yield is 0.960. (8) The reactants are C([O:8][C:9](=[O:31])[CH:10]([CH2:27][CH:28]([CH3:30])[CH3:29])[N:11]([CH2:19][C:20]([O:22][C:23]([CH3:26])([CH3:25])[CH3:24])=[O:21])[C:12]([O:14][C:15]([CH3:18])([CH3:17])[CH3:16])=[O:13])C1C=CC=CC=1.[H][H]. The catalyst is CO.[C].[Pd]. The product is [C:23]([O:22][C:20]([CH2:19][N:11]([C:12]([O:14][C:15]([CH3:17])([CH3:16])[CH3:18])=[O:13])[CH:10]([C:9]([OH:31])=[O:8])[CH2:27][CH:28]([CH3:30])[CH3:29])=[O:21])([CH3:24])([CH3:25])[CH3:26]. The yield is 1.00. (9) The reactants are [Cl:1][C:2]1[C:3]2[C:7]([CH:8]=[C:9]([Cl:11])[CH:10]=1)=[N:6][N:5]([CH2:12][C:13](=O)[CH3:14])[CH:4]=2.[Si](OC(C)[CH2:25][N:26]1C=C2C(C=C(Cl)C=C2Cl)=N1)(C(C)(C)C)(C)C.[Si]([O:45][CH:46]([CH3:61])[CH2:47][NH:48][CH2:49][C:50]1[C:55]([N+:56]([O-])=O)=[CH:54][C:53]([Cl:59])=[CH:52][C:51]=1[Cl:60])(C(C)(C)C)(C)C. No catalyst specified. The product is [NH2:48][C:13]([CH3:14])([CH2:12][N:5]1[CH:4]=[C:3]2[C:7]([CH:8]=[C:9]([Cl:11])[CH:10]=[C:2]2[Cl:1])=[N:6]1)[C:25]#[N:26].[Cl:60][C:51]1[C:50]2[C:55]([CH:54]=[C:53]([Cl:59])[CH:52]=1)=[N:56][N:48]([CH2:47][C:46](=[O:45])[CH3:61])[CH:49]=2. The yield is 0.540.